Dataset: Full USPTO retrosynthesis dataset with 1.9M reactions from patents (1976-2016). Task: Predict the reactants needed to synthesize the given product. (1) Given the product [Br:5][C:6]1[C:7]([Cl:25])=[C:8]([C:17]2[C:22]([F:23])=[CH:21][CH:20]=[CH:19][C:18]=2[Cl:24])[C:9]([Cl:16])=[N:10][C:11]=1[C:27]#[N:29], predict the reactants needed to synthesize it. The reactants are: CS(C)=O.[Br:5][C:6]1[C:7]([Cl:25])=[C:8]([C:17]2[C:22]([F:23])=[CH:21][CH:20]=[CH:19][C:18]=2[Cl:24])[C:9]([Cl:16])=[N:10][C:11]=1S(C)(=O)=O.[K].[C:27](#[N:29])C. (2) Given the product [CH3:1][O:2][C:3](=[O:22])[C:4]1[CH:9]=[CH:8][CH:7]=[C:6]([S:10][C:11]2[C:19]3[C:14](=[CH:15][C:16]([Cl:20])=[CH:17][CH:18]=3)[N:13]([CH2:28][C:27]3[CH:30]=[CH:31][C:24]([F:23])=[CH:25][CH:26]=3)[C:12]=2[CH3:21])[CH:5]=1, predict the reactants needed to synthesize it. The reactants are: [CH3:1][O:2][C:3](=[O:22])[C:4]1[CH:9]=[CH:8][CH:7]=[C:6]([S:10][C:11]2[C:19]3[C:14](=[CH:15][C:16]([Cl:20])=[CH:17][CH:18]=3)[NH:13][C:12]=2[CH3:21])[CH:5]=1.[F:23][C:24]1[CH:31]=[CH:30][C:27]([CH2:28]Br)=[CH:26][CH:25]=1. (3) Given the product [Cl:15][C:11]1[CH:10]=[C:6]2[C:5](=[C:13]([I:14])[CH:12]=1)[N:4]=[CH:1][NH:3][C:7]2=[O:8], predict the reactants needed to synthesize it. The reactants are: [CH:1]([NH2:3])=O.[NH2:4][C:5]1[C:13]([I:14])=[CH:12][C:11]([Cl:15])=[CH:10][C:6]=1[C:7](O)=[O:8]. (4) Given the product [NH2:20][C:19]1[C:14]2[N:15]([C:11]([C@H:8]3[CH2:9][CH2:10][C@H:5]([OH:4])[CH2:6][CH2:7]3)=[N:12][C:13]=2[Br:21])[CH:16]=[CH:17][N:18]=1, predict the reactants needed to synthesize it. The reactants are: C([O:4][C@H:5]1[CH2:10][CH2:9][C@H:8]([C:11]2[N:15]3[CH:16]=[CH:17][N:18]=[C:19]([NH2:20])[C:14]3=[C:13]([Br:21])[N:12]=2)[CH2:7][CH2:6]1)(=O)C.[OH-].[Na+]. (5) Given the product [ClH:33].[CH3:1][C:2]1([CH3:32])[CH2:7][CH2:6][C:5]([C:8]2[CH:13]=[C:12]([C:14]([NH:17][CH2:18][CH2:19][O:20][CH3:21])([CH3:15])[CH3:16])[CH:11]=[CH:10][C:9]=2[NH:22][C:23]([C:25]2[NH:26][CH:27]=[C:28]([C:30]#[N:31])[N:29]=2)=[O:24])=[CH:4][CH2:3]1, predict the reactants needed to synthesize it. The reactants are: [CH3:1][C:2]1([CH3:32])[CH2:7][CH2:6][C:5]([C:8]2[CH:13]=[C:12]([C:14]([NH:17][CH2:18][CH2:19][O:20][CH3:21])([CH3:16])[CH3:15])[CH:11]=[CH:10][C:9]=2[NH:22][C:23]([C:25]2[NH:26][CH:27]=[C:28]([C:30]#[N:31])[N:29]=2)=[O:24])=[CH:4][CH2:3]1.[ClH:33]. (6) Given the product [NH2:14][CH2:13][CH2:12][CH:11]([NH:25][C:26]([C:28]1([NH:43][C:44](=[O:50])[O:45][C:46]([CH3:48])([CH3:47])[CH3:49])[CH2:29][CH2:30][N:31]([C:34]2[C:35]3[CH:42]=[CH:41][NH:40][C:36]=3[N:37]=[CH:38][N:39]=2)[CH2:32][CH2:33]1)=[O:27])[C:8]1[CH:7]=[CH:6][C:5]([Cl:4])=[CH:10][CH:9]=1, predict the reactants needed to synthesize it. The reactants are: O.NN.[Cl:4][C:5]1[CH:10]=[CH:9][C:8]([CH:11]([NH:25][C:26]([C:28]2([NH:43][C:44](=[O:50])[O:45][C:46]([CH3:49])([CH3:48])[CH3:47])[CH2:33][CH2:32][N:31]([C:34]3[C:35]4[CH:42]=[CH:41][NH:40][C:36]=4[N:37]=[CH:38][N:39]=3)[CH2:30][CH2:29]2)=[O:27])[CH2:12][CH2:13][N:14]2C(=O)C3C(=CC=CC=3)C2=O)=[CH:7][CH:6]=1.